This data is from Full USPTO retrosynthesis dataset with 1.9M reactions from patents (1976-2016). The task is: Predict the reactants needed to synthesize the given product. Given the product [OH:29][C:7]1[C:6]([C:4]([NH:30][CH2:31][C:32]([OH:34])=[O:33])=[O:5])=[N:11][C:10]([C:12]2[CH:17]=[CH:16][C:15]([O:18][CH3:19])=[CH:14][CH:13]=2)=[C:9]2[S:20][N:21]=[C:22]([C:23]3[CH:24]=[CH:25][CH:26]=[CH:27][CH:28]=3)[C:8]=12, predict the reactants needed to synthesize it. The reactants are: C(O[C:4]([C:6]1[C:7]([OH:29])=[C:8]2[C:22]([C:23]3[CH:28]=[CH:27][CH:26]=[CH:25][CH:24]=3)=[N:21][S:20][C:9]2=[C:10]([C:12]2[CH:17]=[CH:16][C:15]([O:18][CH3:19])=[CH:14][CH:13]=2)[N:11]=1)=[O:5])C.[NH2:30][CH2:31][C:32]([OH:34])=[O:33].